The task is: Predict the reaction yield, written as a fraction of the theoretical maximum amount of product (1.0 means a 100% yield; for example, 0.34 means a 34% yield).. This data is from Reaction yield outcomes from USPTO patents with 853,638 reactions. (1) The reactants are [Cl:1][C:2]1[CH:7]=[CH:6][C:5]([C:8]([C:10]2[CH:11]=[N:12][CH:13]=[CH:14][C:15]=2Cl)=O)=[CH:4][CH:3]=1.O.[NH2:18][NH2:19]. The catalyst is CO. The product is [Cl:1][C:2]1[CH:7]=[CH:6][C:5]([C:8]2[C:10]3[CH:11]=[N:12][CH:13]=[CH:14][C:15]=3[NH:19][N:18]=2)=[CH:4][CH:3]=1. The yield is 0.330. (2) The reactants are [F:1][C:2]1[CH:37]=[C:36]([N+:38]([O-])=O)[CH:35]=[CH:34][C:3]=1[O:4][C:5]1[CH:10]=[CH:9][N:8]=[C:7]2[CH:11]=[C:12]([C:14]3[CH:33]=[CH:32][C:17]([CH2:18][N:19]4[CH2:24][CH2:23][N:22]([C:25]([O:27][C:28]([CH3:31])([CH3:30])[CH3:29])=[O:26])[CH2:21][CH2:20]4)=[CH:16][CH:15]=3)[S:13][C:6]=12.[NH4+].[Cl-]. The catalyst is O.CCO.CO.[Fe]. The product is [NH2:38][C:36]1[CH:35]=[CH:34][C:3]([O:4][C:5]2[CH:10]=[CH:9][N:8]=[C:7]3[CH:11]=[C:12]([C:14]4[CH:33]=[CH:32][C:17]([CH2:18][N:19]5[CH2:20][CH2:21][N:22]([C:25]([O:27][C:28]([CH3:31])([CH3:30])[CH3:29])=[O:26])[CH2:23][CH2:24]5)=[CH:16][CH:15]=4)[S:13][C:6]=23)=[C:2]([F:1])[CH:37]=1. The yield is 0.830. (3) The reactants are [CH:1]1([Mg]Br)[CH2:6][CH2:5][CH2:4][CH2:3][CH2:2]1.Cl[C:10](=[O:15])[C:11]([O:13][CH3:14])=[O:12]. No catalyst specified. The product is [CH:1]1([C:10](=[O:15])[C:11]([O:13][CH3:14])=[O:12])[CH2:6][CH2:5][CH2:4][CH2:3][CH2:2]1. The yield is 0.650. (4) The product is [CH3:37][O:3][CH2:4][C@H:5]1[C@H:14]2[CH2:15][CH2:16][N:17]([C:18]([C@H:20]3[CH2:25][CH2:24][CH2:23][CH2:22][C@H:21]3[NH:26][C:27](=[O:34])[C:28]3[CH:29]=[CH:30][CH:31]=[CH:32][CH:33]=3)=[O:19])[C@H:13]2[C:12]2[CH:11]=[CH:10][CH:9]=[CH:8][C:7]=2[NH:6]1. The reactants are [H-].[Na+].[OH:3][CH2:4][C@H:5]1[C@H:14]2[CH2:15][CH2:16][N:17]([C:18]([C@H:20]3[CH2:25][CH2:24][CH2:23][CH2:22][C@H:21]3[NH:26][C:27](=[O:34])[C:28]3[CH:33]=[CH:32][CH:31]=[CH:30][CH:29]=3)=[O:19])[C@H:13]2[C:12]2[CH:11]=[CH:10][CH:9]=[CH:8][C:7]=2[NH:6]1.CI.[C:37](=O)([O-])O.[Na+]. The catalyst is O1CCCC1. The yield is 0.840.